From a dataset of Forward reaction prediction with 1.9M reactions from USPTO patents (1976-2016). Predict the product of the given reaction. (1) The product is: [CH2:1]([C:8]([CH2:16][CH2:17][C:18]([F:21])([F:20])[F:19])([C:9]#[N:10])[C:11]#[N:12])[C:2]1[CH:7]=[CH:6][CH:5]=[CH:4][CH:3]=1. Given the reactants [CH2:1]([CH:8]([C:11]#[N:12])[C:9]#[N:10])[C:2]1[CH:7]=[CH:6][CH:5]=[CH:4][CH:3]=1.[H-].[Na+].Br[CH2:16][CH2:17][C:18]([F:21])([F:20])[F:19], predict the reaction product. (2) Given the reactants Cl.Cl.[NH2:3][C@@H:4]1[CH2:9][CH2:8][C@H:7]([N:10]2[C:15](=[O:16])[C:14]3[CH:17]=[C:18]([F:21])[CH:19]=[N:20][C:13]=3[N:12]([C:22]3[CH:23]=[C:24]([C:28]4[CH:33]=[CH:32][C:31]([CH2:34][N:35]([CH3:37])[CH3:36])=[CH:30][CH:29]=4)[CH:25]=[CH:26][CH:27]=3)[C:11]2=[O:38])[CH2:6][CH2:5]1.[O:39]1[CH2:44][CH2:43][CH2:42][CH2:41][CH:40]1[O:45][CH2:46][CH2:47][O:48][C:49]1[CH:57]=[CH:56][CH:55]=[CH:54][C:50]=1[C:51](O)=[O:52].CCN(C(C)C)C(C)C.CN(C(ON1N=NC2C=CC=NC1=2)=[N+](C)C)C.F[P-](F)(F)(F)(F)F, predict the reaction product. The product is: [CH3:37][N:35]([CH2:34][C:31]1[CH:30]=[CH:29][C:28]([C:24]2[CH:25]=[CH:26][CH:27]=[C:22]([N:12]3[C:13]4[N:20]=[CH:19][C:18]([F:21])=[CH:17][C:14]=4[C:15](=[O:16])[N:10]([C@@H:7]4[CH2:8][CH2:9][C@H:4]([NH:3][C:51](=[O:52])[C:50]5[CH:54]=[CH:55][CH:56]=[CH:57][C:49]=5[O:48][CH2:47][CH2:46][O:45][CH:40]5[CH2:41][CH2:42][CH2:43][CH2:44][O:39]5)[CH2:5][CH2:6]4)[C:11]3=[O:38])[CH:23]=2)=[CH:33][CH:32]=1)[CH3:36].